From a dataset of Forward reaction prediction with 1.9M reactions from USPTO patents (1976-2016). Predict the product of the given reaction. The product is: [CH3:11][C:3]1[CH:4]=[C:5]([N+:8]([O-:10])=[O:9])[CH:6]=[CH:7][C:2]=1[O:15][CH2:14][C:13]([F:17])([F:16])[F:12]. Given the reactants F[C:2]1[CH:7]=[CH:6][C:5]([N+:8]([O-:10])=[O:9])=[CH:4][C:3]=1[CH3:11].[F:12][C:13]([F:17])([F:16])[CH2:14][OH:15].C(=O)([O-])[O-].[K+].[K+], predict the reaction product.